This data is from Forward reaction prediction with 1.9M reactions from USPTO patents (1976-2016). The task is: Predict the product of the given reaction. Given the reactants CC1C=CC(S(O[C:12]2[CH:21]=[CH:20][C:19]3[C:18](=[O:22])[CH2:17][CH2:16][CH2:15][C:14]=3[CH:13]=2)(=O)=O)=CC=1.[NH:23]1[C:32]2[C:27](=[CH:28][CH:29]=[CH:30][CH:31]=2)[CH2:26][CH2:25][CH2:24]1.C1C=CC(P(C2C(C3C(P(C4C=CC=CC=4)C4C=CC=CC=4)=CC=C4C=3C=CC=C4)=C3C(C=CC=C3)=CC=2)C2C=CC=CC=2)=CC=1.C([O-])([O-])=O.[Cs+].[Cs+], predict the reaction product. The product is: [N:23]1([C:12]2[CH:13]=[C:14]3[C:19](=[CH:20][CH:21]=2)[C:18](=[O:22])[CH2:17][CH2:16][CH2:15]3)[C:32]2[C:27](=[CH:28][CH:29]=[CH:30][CH:31]=2)[CH2:26][CH2:25][CH2:24]1.